This data is from Reaction yield outcomes from USPTO patents with 853,638 reactions. The task is: Predict the reaction yield, written as a fraction of the theoretical maximum amount of product (1.0 means a 100% yield; for example, 0.34 means a 34% yield). (1) The reactants are [BH4-].[Na+].[N:3]1[N:4]([CH2:12][CH2:13][C:14]#[C:15][C:16]2[N:21]=[C:20]([C:22](=[O:24])[CH3:23])[CH:19]=[CH:18][CH:17]=2)[N:5]=[C:6]2[CH:11]=[CH:10][CH:9]=[CH:8][C:7]=12. The catalyst is CO. The product is [N:3]1[N:4]([CH2:12][CH2:13][C:14]#[C:15][C:16]2[N:21]=[C:20]([CH:22]([OH:24])[CH3:23])[CH:19]=[CH:18][CH:17]=2)[N:5]=[C:6]2[CH:11]=[CH:10][CH:9]=[CH:8][C:7]=12. The yield is 0.530. (2) The reactants are [F:1][C:2]([F:45])([F:44])[C:3]1[CH:4]=[C:5]([C:13]([CH3:43])([CH3:42])[C:14]([N:16]([C:18]2[CH:19]=[N:20][C:21]([N:32]3[CH2:36][CH2:35][C@H:34]([NH:37][S:38]([CH3:41])(=[O:40])=[O:39])[CH2:33]3)=[CH:22][C:23]=2[C:24]2[CH:29]=[CH:28][C:27]([F:30])=[CH:26][C:25]=2[CH3:31])[CH3:17])=[O:15])[CH:6]=[C:7]([C:9]([F:12])([F:11])[F:10])[CH:8]=1.[H-].[Na+].I[CH2:49][CH3:50].COC(C)(C)C. The catalyst is CN(C)C=O. The product is [F:11][C:9]([F:10])([F:12])[C:7]1[CH:6]=[C:5]([C:13]([CH3:43])([CH3:42])[C:14]([N:16]([C:18]2[CH:19]=[N:20][C:21]([N:32]3[CH2:36][CH2:35][CH:34]([N:37]([CH2:49][CH3:50])[S:38]([CH3:41])(=[O:40])=[O:39])[CH2:33]3)=[CH:22][C:23]=2[C:24]2[CH:29]=[CH:28][C:27]([F:30])=[CH:26][C:25]=2[CH3:31])[CH3:17])=[O:15])[CH:4]=[C:3]([C:2]([F:1])([F:44])[F:45])[CH:8]=1. The yield is 0.550. (3) The reactants are [CH2:1]([C:3]1[CH:8]=[CH:7][CH:6]=[CH:5][CH:4]=1)[CH3:2].C(ON1C(=O)C2=CC=CC=C2C1=O)(=[O:11])C.C(O)(=O)C1C=CC=CC=1. The catalyst is O.O.O.O.C([O-])(=O)C.[Co+2].C([O-])(=O)C.O.O.O.O.C([O-])(=O)C.[Mn+2].C([O-])(=O)C.C(O)(=O)C. The product is [C:1]([C:3]1[CH:8]=[CH:7][CH:6]=[CH:5][CH:4]=1)(=[O:11])[CH3:2]. The yield is 0.850. (4) The reactants are [C:1]1([C:7]2[C:12]([C:13]3[CH:18]=[CH:17][N:16]=[CH:15][CH:14]=3)=[C:11]([C:19]3[CH:24]=[CH:23][CH:22]=[CH:21][CH:20]=3)[N:10]=[C:9]3[NH:25][N:26]=[CH:27][C:8]=23)[CH:6]=[CH:5][CH:4]=[CH:3][CH:2]=1.[OH-].[K+].I[CH3:31].O. The catalyst is CC(C)=O. The product is [CH3:31][N:26]1[CH:27]=[C:8]2[C:9]([N:10]=[C:11]([C:19]3[CH:24]=[CH:23][CH:22]=[CH:21][CH:20]=3)[C:12]([C:13]3[CH:18]=[CH:17][N:16]=[CH:15][CH:14]=3)=[C:7]2[C:1]2[CH:6]=[CH:5][CH:4]=[CH:3][CH:2]=2)=[N:25]1. The yield is 0.470. (5) The reactants are Br[CH2:2][C:3]1[CH:8]=[CH:7][C:6]([N+:9]([O-:11])=[O:10])=[C:5]([O:12][CH3:13])[CH:4]=1.[CH2:14]([N:16](CC)CC)C.CN.[C:23](O[C:23]([O:25][C:26]([CH3:29])([CH3:28])[CH3:27])=[O:24])([O:25][C:26]([CH3:29])([CH3:28])[CH3:27])=[O:24]. The catalyst is C1COCC1. The product is [CH3:13][O:12][C:5]1[CH:4]=[C:3]([CH:8]=[CH:7][C:6]=1[N+:9]([O-:11])=[O:10])[CH2:2][N:16]([CH3:14])[C:23](=[O:24])[O:25][C:26]([CH3:29])([CH3:28])[CH3:27]. The yield is 0.770. (6) The reactants are [I:1][C:2]1[CH:7]=[CH:6][C:5]([C:8]([C:10]2[CH:15]=[CH:14][C:13]([O:16][CH3:17])=[CH:12][CH:11]=2)=O)=[CH:4][CH:3]=1.C([SiH](CC)CC)C.[OH-].[Na+]. The catalyst is C(O)(C(F)(F)F)=O. The product is [CH3:17][O:16][C:13]1[CH:12]=[CH:11][C:10]([CH2:8][C:5]2[CH:6]=[CH:7][C:2]([I:1])=[CH:3][CH:4]=2)=[CH:15][CH:14]=1. The yield is 0.930. (7) The reactants are [CH3:1][N:2]1[C:6]([CH:7]=[O:8])=[CH:5][N:4]=[CH:3]1.C(=O)([O-])[O-].[K+].[K+].[F:15][C:16]([Si](C)(C)C)([F:18])[F:17]. The catalyst is CN(C)C=O. The product is [F:15][C:16]([F:18])([F:17])[CH:7]([C:6]1[N:2]([CH3:1])[CH:3]=[N:4][CH:5]=1)[OH:8]. The yield is 0.730.